This data is from Forward reaction prediction with 1.9M reactions from USPTO patents (1976-2016). The task is: Predict the product of the given reaction. (1) The product is: [Br:1][C:2]1[CH:3]=[CH:4][C:5]2[O:10][CH2:9][C:8](=[O:11])[N:7]([CH3:20])[C:6]=2[C:12]=1[O:13][C:14]1[CH:19]=[CH:18][CH:17]=[CH:16][CH:15]=1. Given the reactants [Br:1][C:2]1[CH:3]=[CH:4][C:5]2[O:10][CH2:9][C:8](=[O:11])[NH:7][C:6]=2[C:12]=1[O:13][C:14]1[CH:19]=[CH:18][CH:17]=[CH:16][CH:15]=1.[CH3:20]I, predict the reaction product. (2) Given the reactants [CH2:1]([C:3]1[C:24]([CH2:25][CH3:26])=[CH:23][C:22]2[C:5](=[CH:6][C:7]3[C:8](=[O:28])[C:9]4[C:18]([C:19](=[O:27])[C:20]=3[CH:21]=2)=[CH:17][C:16]2[C:11](=[CH:12][CH:13]=[CH:14][CH:15]=2)[CH:10]=4)[CH:4]=1)[CH3:2].C([BH-](CC)CC)C.[Li+].Cl, predict the reaction product. The product is: [CH2:25]([C:24]1[C:3]([CH2:1][CH3:2])=[CH:4][C:5]2[C:22](=[CH:21][C:20]3[CH:19]([OH:27])[C:18]4[C:9]([CH:8]([OH:28])[C:7]=3[CH:6]=2)=[CH:10][C:11]2[C:16](=[CH:15][CH:14]=[CH:13][CH:12]=2)[CH:17]=4)[CH:23]=1)[CH3:26]. (3) Given the reactants [C:1]([O:5][C:6]([N:8]1[CH2:12][CH2:11][C@H:10]([CH:13]=[O:14])[CH2:9]1)=[O:7])([CH3:4])([CH3:3])[CH3:2].[CH2:15]1[CH2:19]OC[CH2:16]1.C([Mg]Cl)CC.CCOCC, predict the reaction product. The product is: [C:1]([O:5][C:6]([N:8]1[CH2:12][CH2:11][C@H:10]([C@@H:13]([OH:14])[CH2:16][CH2:15][CH3:19])[CH2:9]1)=[O:7])([CH3:4])([CH3:3])[CH3:2].